From a dataset of Forward reaction prediction with 1.9M reactions from USPTO patents (1976-2016). Predict the product of the given reaction. (1) Given the reactants C(C(O)=O)(F)(F)F.[O:8]=[C:9]1[C:17]2([CH2:22][CH2:21][O:20][CH2:19][CH2:18]2)[C:16]2[C:11](=[CH:12][CH:13]=[CH:14][CH:15]=2)[N:10]1[CH2:23][C:24]([O:26]C(C)(C)C)=[O:25], predict the reaction product. The product is: [O:8]=[C:9]1[C:17]2([CH2:22][CH2:21][O:20][CH2:19][CH2:18]2)[C:16]2[C:11](=[CH:12][CH2:13][CH2:14][CH:15]=2)[N:10]1[CH2:23][C:24]([OH:26])=[O:25]. (2) Given the reactants [Cl:1][C:2]1[CH:7]=[CH:6][CH:5]=[C:4]([Cl:8])[C:3]=1[SH:9].O[CH2:11][C:12]1[C:16]([C:17]([O:19][CH3:20])=[O:18])=[C:15]([CH:21]([CH3:23])[CH3:22])[O:14][N:13]=1.C1(P(C2C=CC=CC=2)C2C=CC=CC=2)C=CC=CC=1.N(C(OC(C)(C)C)=O)=NC(OC(C)(C)C)=O, predict the reaction product. The product is: [Cl:1][C:2]1[CH:7]=[CH:6][CH:5]=[C:4]([Cl:8])[C:3]=1[S:9][CH2:11][C:12]1[C:16]([C:17]([O:19][CH3:20])=[O:18])=[C:15]([CH:21]([CH3:23])[CH3:22])[O:14][N:13]=1. (3) Given the reactants [Cl:1][C:2]1[C:7]([C:8]([F:11])([F:10])[F:9])=[CH:6][CH:5]=[CH:4][C:3]=1[C:12]([N:14]1[CH2:19][CH2:18][N:17]([CH2:20][CH3:21])[C:16](=[O:22])[CH2:15]1)=[O:13].BrC([C:26]1[CH:31]=[CH:30][CH:29]=[CH:28][CH:27]=1)C, predict the reaction product. The product is: [Cl:1][C:2]1[C:7]([C:8]([F:11])([F:9])[F:10])=[CH:6][CH:5]=[CH:4][C:3]=1[C:12]([N:14]1[CH2:19][CH2:18][N:17]([CH:20]([C:26]2[CH:31]=[CH:30][CH:29]=[CH:28][CH:27]=2)[CH3:21])[C:16](=[O:22])[CH2:15]1)=[O:13]. (4) Given the reactants [N:1]1[CH:6]=[C:5]([C@@H:7]2[CH2:12][CH2:11][CH2:10][N:8]2[CH3:9])[CH:4]=[CH:3][CH:2]=1.[Br:13][CH2:14][CH2:15][CH2:16][CH2:17][CH2:18][CH2:19][CH2:20][CH2:21][CH:22]=[CH2:23], predict the reaction product. The product is: [Br-:13].[CH2:23]([N+:1]1[CH:2]=[CH:3][CH:4]=[C:5]([C@@H:7]2[CH2:12][CH2:11][CH2:10][N:8]2[CH3:9])[CH:6]=1)[CH2:22][CH2:21][CH2:20][CH2:19][CH2:18][CH2:17][CH2:16][CH:15]=[CH2:14]. (5) Given the reactants Cl[CH2:2][C:3]1[CH:8]=[CH:7][N:6]=[C:5]([C:9]2[CH:14]=[C:13]([CH2:15]Cl)[CH:12]=[CH:11][N:10]=2)[CH:4]=1.C([O:19][P:20]([O:24][CH2:25][CH3:26])[O:21][CH2:22][CH3:23])C, predict the reaction product. The product is: [CH3:23][CH2:22][O:21][P:20]([O:24][CH2:25][CH3:26])([CH2:2][C:3]1[CH:8]=[CH:7][N:6]=[C:5]([C:9]2[CH:14]=[C:13]([CH2:15][P:20]([O:21][CH2:22][CH3:23])([O:24][CH2:25][CH3:26])=[O:19])[CH:12]=[CH:11][N:10]=2)[CH:4]=1)=[O:19].